Dataset: Full USPTO retrosynthesis dataset with 1.9M reactions from patents (1976-2016). Task: Predict the reactants needed to synthesize the given product. (1) The reactants are: Br[C:2]1[C:3]([CH:15]([N:17]2[C:25](=[O:26])[C:24]3[C:19](=[CH:20][CH:21]=[CH:22][CH:23]=3)[C:18]2=[O:27])[CH3:16])=[N:4][C:5]2[C:10]([C:11]=1[S:12][CH3:13])=[CH:9][C:8]([F:14])=[CH:7][CH:6]=2.[F:28][C:29]1[CH:30]=[C:31](B(O)O)[CH:32]=[C:33]([F:35])[CH:34]=1.C([O-])([O-])=O.[K+].[K+]. Given the product [F:28][C:29]1[CH:30]=[C:31]([C:2]2[C:3]([CH:15]([N:17]3[C:18](=[O:27])[C:19]4[C:24](=[CH:23][CH:22]=[CH:21][CH:20]=4)[C:25]3=[O:26])[CH3:16])=[N:4][C:5]3[C:10]([C:11]=2[S:12][CH3:13])=[CH:9][C:8]([F:14])=[CH:7][CH:6]=3)[CH:32]=[C:33]([F:35])[CH:34]=1, predict the reactants needed to synthesize it. (2) Given the product [CH3:1][O:2][C:3]([C@@H:5]1[CH2:10][CH2:9][CH2:8][N:7]([C:11](=[O:29])[C@@H:12]([NH:14][C:15](=[O:28])[C@@H:16]([NH2:20])[CH:17]([CH3:18])[CH3:19])[CH3:13])[NH:6]1)=[O:4], predict the reactants needed to synthesize it. The reactants are: [CH3:1][O:2][C:3]([C@@H:5]1[CH2:10][CH2:9][CH2:8][N:7]([C:11](=[O:29])[C@@H:12]([NH:14][C:15](=[O:28])[C@@H:16]([NH:20]C(OC(C)(C)C)=O)[CH:17]([CH3:19])[CH3:18])[CH3:13])[NH:6]1)=[O:4].FC(F)(F)S(O[Si](C)(C)C)(=O)=O.C(N(CC)C(C)C)(C)C.